Dataset: Reaction yield outcomes from USPTO patents with 853,638 reactions. Task: Predict the reaction yield, written as a fraction of the theoretical maximum amount of product (1.0 means a 100% yield; for example, 0.34 means a 34% yield). (1) The reactants are [CH3:1][O:2][C:3]1[C:8]([CH3:9])=[CH:7][N:6]=[C:5]([CH2:10][N:11]2[N:39]=[C:15]3[CH2:16][C:17](=O)[C:18]4[CH2:19][S:20][N:21]=[C:22]([N:23](C(OC(C)(C)C)=O)C(OC(C)(C)C)=O)[C:13]([C:14]=43)=[N:12]2)[C:4]=1[CH3:40].C([O-])(=O)C.[NH4+].C([BH3-])#[N:47].[Na+]. The catalyst is CO. The product is [CH3:1][O:2][C:3]1[C:8]([CH3:9])=[CH:7][N:6]=[C:5]([CH2:10][N:11]2[N:39]=[C:15]3[CH2:16][CH:17]([NH2:47])[C:18]4[CH2:19][S:20][N:21]=[C:22]([NH2:23])[C:13]([C:14]=43)=[N:12]2)[C:4]=1[CH3:40]. The yield is 0.430. (2) The reactants are [Cl:1][C:2]1[N:7]=[CH:6][C:5]([C:8](Cl)=[O:9])=[CH:4][CH:3]=1.[CH3:11][C:12]([CH3:16])([CH3:15])[CH2:13][OH:14]. The catalyst is C1(C)C=CC=CC=1.CCOC(C)=O. The product is [Cl:1][C:2]1[N:7]=[CH:6][C:5]([C:8]([O:14][CH2:13][C:12]([CH3:16])([CH3:15])[CH3:11])=[O:9])=[CH:4][CH:3]=1. The yield is 0.920.